This data is from Full USPTO retrosynthesis dataset with 1.9M reactions from patents (1976-2016). The task is: Predict the reactants needed to synthesize the given product. (1) Given the product [O:1]1[CH:5]=[CH:4][CH:3]=[C:2]1[C:6]1[N:7]([CH2:26][C:25]2[CH:28]=[CH:29][C:22]([F:21])=[CH:23][CH:24]=2)[C:8]2[C:13]([CH:14]=1)=[CH:12][C:11]([S:15]([CH3:18])(=[O:17])=[O:16])=[CH:10][CH:9]=2, predict the reactants needed to synthesize it. The reactants are: [O:1]1[CH:5]=[CH:4][CH:3]=[C:2]1[C:6]1[NH:7][C:8]2[C:13]([CH:14]=1)=[CH:12][C:11]([S:15]([CH3:18])(=[O:17])=[O:16])=[CH:10][CH:9]=2.[H-].[Na+].[F:21][C:22]1[CH:29]=[CH:28][C:25]([CH2:26]Br)=[CH:24][CH:23]=1.[Cl-].[NH4+]. (2) Given the product [CH:1]1([C:7]([C:9]2[N:10]([CH3:16])[CH:11]=[CH:12][CH:13]=2)=[O:8])[CH2:2][CH2:3][CH2:4][CH2:5][CH2:6]1, predict the reactants needed to synthesize it. The reactants are: [CH:1]1([C:7]([C:9]2[NH:10][CH:11]=[CH:12][CH:13]=2)=[O:8])[CH2:6][CH2:5][CH2:4][CH2:3][CH2:2]1.[H-].[Na+].[CH3:16]I. (3) The reactants are: [F:1][C:2]1[CH:7]=[C:6]([OH:8])[CH:5]=[CH:4][C:3]=1[CH:9]([CH3:14])[C:10]([O:12]C)=[O:11].C(=O)([O-])[O-].[K+].[K+].Br[CH:22]1[CH2:26][CH2:25][CH2:24][CH2:23]1. Given the product [CH:22]1([O:8][C:6]2[CH:5]=[CH:4][C:3]([CH:9]([CH3:14])[C:10]([OH:12])=[O:11])=[C:2]([F:1])[CH:7]=2)[CH2:26][CH2:25][CH2:24][CH2:23]1, predict the reactants needed to synthesize it. (4) Given the product [CH:26]1([O:5][N:6]2[C:11]([CH3:13])([CH3:12])[CH2:10][CH:9]([O:14][C:15](=[O:22])[C:16]3[CH:21]=[CH:20][CH:19]=[CH:18][CH:17]=3)[CH2:8][C:7]2([CH3:24])[CH3:23])[CH2:25][CH2:9][CH2:8][CH2:7][CH2:23]1, predict the reactants needed to synthesize it. The reactants are: B(O)(O)O.[OH:5][N:6]1[C:11]([CH3:13])([CH3:12])[CH2:10][CH:9]([O:14][C:15](=[O:22])[C:16]2[CH:21]=[CH:20][CH:19]=[CH:18][CH:17]=2)[CH2:8][C:7]1([CH3:24])[CH3:23].[C:25](#N)[CH3:26].OO. (5) Given the product [CH3:14][S:15]([NH:20][C:21]1[CH:22]=[CH:23][C:24]([NH:27][C:28]([C:30]2[CH:35]=[C:34]([N+:36]([O-:38])=[O:37])[CH:33]=[CH:32][C:31]=2[Cl:39])=[O:29])=[CH:25][CH:26]=1)(=[O:17])=[O:16], predict the reactants needed to synthesize it. The reactants are: C(C1C=CC=CC=1N(CC)CC)C.[CH3:14][S:15](Cl)(=[O:17])=[O:16].Cl.[NH2:20][C:21]1[CH:26]=[CH:25][C:24]([NH:27][C:28]([C:30]2[CH:35]=[C:34]([N+:36]([O-:38])=[O:37])[CH:33]=[CH:32][C:31]=2[Cl:39])=[O:29])=[CH:23][CH:22]=1.C(=O)(O)[O-].[Na+]. (6) Given the product [CH3:30][N:29]([CH2:31][C:32]1[CH:33]=[C:34]([NH:35][C:23](=[O:24])[CH2:22][C:19]2[C:18]([O:26][CH3:27])=[CH:17][C:16]([O:15][C:6]3[C:5]4[C:10](=[CH:11][C:12]([O:13][CH3:14])=[C:3]([O:2][CH3:1])[CH:4]=4)[N:9]=[CH:8][N:7]=3)=[CH:21][N:20]=2)[CH:36]=[C:37]([CH3:39])[CH:38]=1)[CH3:28], predict the reactants needed to synthesize it. The reactants are: [CH3:1][O:2][C:3]1[CH:4]=[C:5]2[C:10](=[CH:11][C:12]=1[O:13][CH3:14])[N:9]=[CH:8][N:7]=[C:6]2[O:15][C:16]1[CH:17]=[C:18]([O:26][CH3:27])[C:19]([CH2:22][C:23](O)=[O:24])=[N:20][CH:21]=1.[CH3:28][N:29]([CH2:31][C:32]1[CH:33]=[C:34]([CH:36]=[C:37]([CH3:39])[CH:38]=1)[NH2:35])[CH3:30].